From a dataset of Reaction yield outcomes from USPTO patents with 853,638 reactions. Predict the reaction yield, written as a fraction of the theoretical maximum amount of product (1.0 means a 100% yield; for example, 0.34 means a 34% yield). (1) The reactants are [Br:1][C:2]1[CH:3]=[C:4]([C:26]([CH3:29])([CH3:28])[CH3:27])[C:5]([O:24][CH3:25])=[C:6]([CH2:8][C:9]([C:13]2[CH:18]=[CH:17][C:16]([NH:19][S:20]([CH3:23])(=[O:22])=[O:21])=[CH:15][CH:14]=2)([C:11]#[N:12])[CH3:10])[CH:7]=1.[NH4+].[OH-]. The catalyst is CO.[Ni]. The product is [NH2:12][CH2:11][C:9]([C:13]1[CH:14]=[CH:15][C:16]([NH:19][S:20]([CH3:23])(=[O:22])=[O:21])=[CH:17][CH:18]=1)([CH3:10])[CH2:8][C:6]1[CH:7]=[C:2]([Br:1])[CH:3]=[C:4]([C:26]([CH3:28])([CH3:29])[CH3:27])[C:5]=1[O:24][CH3:25]. The yield is 0.840. (2) The reactants are [Br:1][C:2]1[CH:3]=[C:4]2[C:8](=[CH:9][CH:10]=1)[NH:7][C:6](=[O:11])[CH2:5]2.[N:12]1([CH2:17][CH2:18][NH:19][C:20]([C:22]2[C:26]([CH3:27])=[C:25]([CH:28]=O)[NH:24][C:23]=2[CH3:30])=[O:21])[CH2:16][CH2:15][CH2:14][CH2:13]1. No catalyst specified. The product is [N:12]1([CH2:17][CH2:18][NH:19][C:20]([C:22]2[C:26]([CH3:27])=[C:25]([CH:28]=[C:5]3[C:4]4[C:8](=[CH:9][CH:10]=[C:2]([Br:1])[CH:3]=4)[NH:7][C:6]3=[O:11])[NH:24][C:23]=2[CH3:30])=[O:21])[CH2:16][CH2:15][CH2:14][CH2:13]1. The yield is 0.810.